Predict the product of the given reaction. From a dataset of Forward reaction prediction with 1.9M reactions from USPTO patents (1976-2016). (1) Given the reactants [Cl:1][C:2]1[CH:11]=[C:10]2[C:5]([C:6](=O)[NH:7][C:8]([N:12]3[CH:16]=[C:15]([C:17]([O:19]CC)=[O:18])[CH:14]=[N:13]3)=[N:9]2)=[CH:4][C:3]=1[C:23]1[CH:28]=[CH:27][CH:26]=[CH:25][C:24]=1[CH3:29].[CH3:30][NH:31][CH3:32], predict the reaction product. The product is: [CH3:30][N:31]([CH3:32])[C:6]1[C:5]2[C:10](=[CH:11][C:2]([Cl:1])=[C:3]([C:23]3[CH:28]=[CH:27][CH:26]=[CH:25][C:24]=3[CH3:29])[CH:4]=2)[N:9]=[C:8]([N:12]2[CH:16]=[C:15]([C:17]([OH:19])=[O:18])[CH:14]=[N:13]2)[N:7]=1. (2) Given the reactants [PH2:1](=[O:3])[OH:2].[CH2:4]=[CH:5][CH2:6][CH2:7][CH2:8][CH2:9][CH2:10][CH2:11][CH2:12][CH2:13][CH2:14][CH2:15][CH2:16][CH2:17][CH2:18][CH3:19], predict the reaction product. The product is: [CH2:19]([P:1]([OH:2])[OH:3])[CH2:18][CH2:17][CH2:16][CH2:15][CH2:14][CH2:13][CH2:12][CH2:11][CH2:10][CH2:9][CH2:8][CH2:7][CH2:6][CH2:5][CH3:4]. (3) The product is: [ClH:13].[NH2:2][CH2:3][C:4]([CH3:10])([CH3:9])[CH2:5][C:6]([O:8][CH3:15])=[O:7]. Given the reactants Cl.[NH2:2][CH2:3][C:4]([CH3:10])([CH3:9])[CH2:5][C:6]([OH:8])=[O:7].O=S(Cl)[Cl:13].[CH3:15]O, predict the reaction product. (4) Given the reactants C(OC([N:8]1[CH2:12][CH2:11][C@H:10]([O:13][C:14]2[CH:15]=[N:16][CH:17]=[CH:18][CH:19]=2)[CH2:9]1)=O)(C)(C)C.FC(F)(F)C(O)=O, predict the reaction product. The product is: [NH:8]1[CH2:12][CH2:11][C@H:10]([O:13][C:14]2[CH:15]=[N:16][CH:17]=[CH:18][CH:19]=2)[CH2:9]1.